Regression. Given two drug SMILES strings and cell line genomic features, predict the synergy score measuring deviation from expected non-interaction effect. From a dataset of NCI-60 drug combinations with 297,098 pairs across 59 cell lines. (1) Drug 1: CC1=CC=C(C=C1)C2=CC(=NN2C3=CC=C(C=C3)S(=O)(=O)N)C(F)(F)F. Drug 2: C1=CN(C=N1)CC(O)(P(=O)(O)O)P(=O)(O)O. Cell line: BT-549. Synergy scores: CSS=-0.955, Synergy_ZIP=1.41, Synergy_Bliss=1.29, Synergy_Loewe=-0.623, Synergy_HSA=-0.431. (2) Drug 1: C1=NC2=C(N1)C(=S)N=C(N2)N. Drug 2: CCN(CC)CCNC(=O)C1=C(NC(=C1C)C=C2C3=C(C=CC(=C3)F)NC2=O)C. Cell line: SK-MEL-28. Synergy scores: CSS=1.88, Synergy_ZIP=0.232, Synergy_Bliss=4.99, Synergy_Loewe=-1.34, Synergy_HSA=-0.605. (3) Drug 1: CCC1=CC2CC(C3=C(CN(C2)C1)C4=CC=CC=C4N3)(C5=C(C=C6C(=C5)C78CCN9C7C(C=CC9)(C(C(C8N6C)(C(=O)OC)O)OC(=O)C)CC)OC)C(=O)OC.C(C(C(=O)O)O)(C(=O)O)O. Drug 2: CCN(CC)CCCC(C)NC1=C2C=C(C=CC2=NC3=C1C=CC(=C3)Cl)OC. Cell line: SK-MEL-5. Synergy scores: CSS=29.7, Synergy_ZIP=-0.142, Synergy_Bliss=1.87, Synergy_Loewe=-4.31, Synergy_HSA=2.65. (4) Drug 1: C#CCC(CC1=CN=C2C(=N1)C(=NC(=N2)N)N)C3=CC=C(C=C3)C(=O)NC(CCC(=O)O)C(=O)O. Drug 2: C1CC(=O)NC(=O)C1N2C(=O)C3=CC=CC=C3C2=O. Cell line: MDA-MB-231. Synergy scores: CSS=-4.00, Synergy_ZIP=1.67, Synergy_Bliss=1.03, Synergy_Loewe=-2.33, Synergy_HSA=-2.27. (5) Drug 1: C#CCC(CC1=CN=C2C(=N1)C(=NC(=N2)N)N)C3=CC=C(C=C3)C(=O)NC(CCC(=O)O)C(=O)O. Drug 2: C(CC(=O)O)C(=O)CN.Cl. Cell line: BT-549. Synergy scores: CSS=14.7, Synergy_ZIP=-5.06, Synergy_Bliss=-3.73, Synergy_Loewe=-0.648, Synergy_HSA=-0.227. (6) Drug 1: CS(=O)(=O)C1=CC(=C(C=C1)C(=O)NC2=CC(=C(C=C2)Cl)C3=CC=CC=N3)Cl. Drug 2: C1=CC(=CC=C1CCCC(=O)O)N(CCCl)CCCl. Cell line: RXF 393. Synergy scores: CSS=28.6, Synergy_ZIP=-0.333, Synergy_Bliss=6.39, Synergy_Loewe=-0.0185, Synergy_HSA=8.59. (7) Drug 1: CC(C1=C(C=CC(=C1Cl)F)Cl)OC2=C(N=CC(=C2)C3=CN(N=C3)C4CCNCC4)N. Drug 2: CCN(CC)CCNC(=O)C1=C(NC(=C1C)C=C2C3=C(C=CC(=C3)F)NC2=O)C. Cell line: BT-549. Synergy scores: CSS=-9.03, Synergy_ZIP=3.99, Synergy_Bliss=0.190, Synergy_Loewe=-2.87, Synergy_HSA=-5.28.